Dataset: Catalyst prediction with 721,799 reactions and 888 catalyst types from USPTO. Task: Predict which catalyst facilitates the given reaction. (1) Reactant: [NH2:1][C@:2]12[CH2:38][CH2:37][C@@H:36]([C:39]([CH3:41])=[CH2:40])[C@@H:3]1[C@@H:4]1[C@@:17]([CH3:20])([CH2:18][CH2:19]2)[C@@:16]2([CH3:21])[C@@H:7]([C@:8]3([CH3:35])[C@@H:13]([CH2:14][CH2:15]2)[C:12]([CH3:23])([CH3:22])[C:11]([C:24]2[CH2:29][CH:28]4[CH:26]([CH:27]4[C:30]([O:32][CH2:33][CH3:34])=[O:31])[CH:25]=2)=[CH:10][CH2:9]3)[CH2:6][CH2:5]1.P([O-])([O-])([O-])=O.[K+].[K+].[K+].Cl[CH2:51][CH2:52]Cl. Product: [N:1]1([C@:2]23[CH2:38][CH2:37][C@@H:36]([C:39]([CH3:41])=[CH2:40])[C@@H:3]2[C@@H:4]2[C@@:17]([CH3:20])([CH2:18][CH2:19]3)[C@@:16]3([CH3:21])[C@@H:7]([C@:8]4([CH3:35])[C@@H:13]([CH2:14][CH2:15]3)[C:12]([CH3:22])([CH3:23])[C:11]([C:24]3[CH2:29][CH:28]5[CH:26]([CH:27]5[C:30]([O:32][CH2:33][CH3:34])=[O:31])[CH:25]=3)=[CH:10][CH2:9]4)[CH2:6][CH2:5]2)[CH2:52][CH2:51]1. The catalyst class is: 10. (2) Reactant: CC1(C)C(C)(C)OB([C:9]2[C:10]3[C:15]([C:16](B4OC(C)(C)C(C)(C)O4)=[C:17]4[C:22]=2[CH:21]=[CH:20][CH:19]=[CH:18]4)=[CH:14][CH:13]=[CH:12][CH:11]=3)O1.Br[C:34]1[CH:35]=[CH:36][C:37]([C:40]2[CH:41]=[N:42][CH:43]=[CH:44][CH:45]=2)=[N:38][CH:39]=1.P([O-])([O-])([O-])=O.[K+].[K+].[K+].O1[CH2:59][CH2:58]OCC1. Product: [N:38]1[CH:39]=[C:34]([C:16]2[C:17]3[C:18]([C:9]([C:34]4[CH:35]=[CH:36][C:37]([C:40]5[CH:41]=[N:42][CH:43]=[CH:58][CH:59]=5)=[N:38][CH:39]=4)=[C:10]4[C:15]=2[CH:14]=[CH:13][CH:12]=[CH:11]4)=[CH:19][CH:20]=[CH:21][CH:22]=3)[CH:35]=[CH:36][C:37]=1[C:40]1[CH:41]=[N:42][CH:43]=[CH:44][CH:45]=1. The catalyst class is: 103. (3) The catalyst class is: 343. Reactant: [Si:1]([O:8][C@@H:9]([CH3:23])[CH2:10][O:11][N:12]1C(=O)C2C(=CC=CC=2)C1=O)([C:4]([CH3:7])([CH3:6])[CH3:5])([CH3:3])[CH3:2].CNN. Product: [Si:1]([O:8][C@@H:9]([CH3:23])[CH2:10][O:11][NH2:12])([C:4]([CH3:7])([CH3:6])[CH3:5])([CH3:3])[CH3:2]. (4) Reactant: Cl.[O:2]1[CH2:6][CH2:5][NH:4][C:3]1=[NH:7].Br[CH2:9][C:10]([C:12]1[CH:17]=[CH:16][C:15]([F:18])=[CH:14][C:13]=1[F:19])=O.C([O-])([O-])=O.[Na+].[Na+]. Product: [F:19][C:13]1[CH:14]=[C:15]([F:18])[CH:16]=[CH:17][C:12]=1[C:10]1[N:7]=[C:3]2[N:4]([CH:9]=1)[CH2:5][CH2:6][O:2]2. The catalyst class is: 3. (5) Reactant: [S:1]1[CH:5]=[CH:4][CH:3]=[C:2]1[CH2:6][C:7]([O:9][CH2:10][CH3:11])=[O:8].C[Si]([N-][Si](C)(C)C)(C)C.[Li+].Br[CH2:23][CH2:24][CH:25]=[CH2:26].O. Product: [CH2:10]([O:9][C:7](=[O:8])[C:6]([CH2:4][CH2:3][CH:2]=[CH2:6])([C:2]1[S:1][CH:5]=[CH:4][CH:3]=1)[CH2:23][CH2:24][CH:25]=[CH2:26])[CH3:11]. The catalyst class is: 7. (6) Reactant: [F:1][C:2]1[CH:24]=[C:23]([NH:25][C:26]([NH:28][C:29](=[O:37])[CH2:30][C:31]2[CH:36]=[CH:35][CH:34]=[CH:33][CH:32]=2)=[S:27])[CH:22]=[CH:21][C:3]=1[O:4][C:5]1[CH:10]=[CH:9][N:8]=[C:7]([NH:11][C:12]([N:14]2[CH2:19][CH2:18][C:17](=O)[CH2:16][CH2:15]2)=[O:13])[CH:6]=1.Cl.[CH3:39][NH:40][CH3:41].C(O[BH-](OC(=O)C)OC(=O)C)(=O)C.[Na+]. Product: [CH3:39][N:40]([CH3:41])[CH:17]1[CH2:18][CH2:19][N:14]([C:12]([NH:11][C:7]2[CH:6]=[C:5]([O:4][C:3]3[CH:21]=[CH:22][C:23]([NH:25][C:26]([NH:28][C:29](=[O:37])[CH2:30][C:31]4[CH:32]=[CH:33][CH:34]=[CH:35][CH:36]=4)=[S:27])=[CH:24][C:2]=3[F:1])[CH:10]=[CH:9][N:8]=2)=[O:13])[CH2:15][CH2:16]1. The catalyst class is: 4. (7) Reactant: [CH2:1]([O:3][C:4]([C:6]1[CH:7]=[C:8]2[C:13](=[CH:14][CH:15]=1)[NH:12][CH:11]([C:16]1[CH:21]=[CH:20][CH:19]=[C:18]([NH2:22])[CH:17]=1)[C:10]([CH3:24])([CH3:23])[CH2:9]2)=[O:5])[CH3:2].[CH3:25][O:26][C:27](=[O:32])[C:28](Br)([CH3:30])[CH3:29].C(=O)([O-])[O-].[K+].[K+]. Product: [CH2:1]([O:3][C:4]([C:6]1[CH:7]=[C:8]2[C:13](=[CH:14][CH:15]=1)[NH:12][CH:11]([C:16]1[CH:21]=[CH:20][CH:19]=[C:18]([NH:22][C:28]([C:27]([O:26][CH3:25])=[O:32])([CH3:30])[CH3:29])[CH:17]=1)[C:10]([CH3:23])([CH3:24])[CH2:9]2)=[O:5])[CH3:2]. The catalyst class is: 9.